This data is from Reaction yield outcomes from USPTO patents with 853,638 reactions. The task is: Predict the reaction yield, written as a fraction of the theoretical maximum amount of product (1.0 means a 100% yield; for example, 0.34 means a 34% yield). (1) The reactants are Cl[C:2]1[C:7]([F:8])=[CH:6][CH:5]=[CH:4][N:3]=1.[Cl:9][C:10]1[CH:15]=[CH:14][C:13](B(O)O)=[CH:12][CH:11]=1.C(=O)([O-])[O-].[Na+].[Na+].C1(C)C=CC=CC=1. The catalyst is O. The product is [Cl:9][C:10]1[CH:15]=[CH:14][C:13]([C:2]2[C:7]([F:8])=[CH:6][CH:5]=[CH:4][N:3]=2)=[CH:12][CH:11]=1. The yield is 0.820. (2) The reactants are C(OC([N:8]1[CH2:13][CH2:12][CH2:11][C@H:10]2[CH2:14][N:15]([C:17]3[C:26]([O:27][CH3:28])=[C:25]4[C:20]([C:21](=[O:57])[C:22]([C:32]([O:34][CH2:35][C:36](=[O:56])[N:37]([CH:39]([P:48]([O:53]CC)([O:50]CC)=[O:49])[P:40]([O:45]CC)([O:42]CC)=[O:41])[CH3:38])=[O:33])=[CH:23][N:24]4[CH:29]4[CH2:31][CH2:30]4)=[CH:19][C:18]=3[F:58])[CH2:16][C@@H:9]12)=O)(C)(C)C.C(OC(N1CCC[C@H]2CN(C3C(OC)=C4C(C(=O)C(C(OCC(=O)NC(P(OCC)(OCC)=O)P(OCC)(OCC)=O)=O)=CN4C4CC4)=CC=3F)C[C@@H]12)=O)(C)(C)C. No catalyst specified. The product is [CH:29]1([N:24]2[C:25]3[C:20](=[CH:19][C:18]([F:58])=[C:17]([N:15]4[CH2:14][C@H:10]5[C@H:9]([NH:8][CH2:13][CH2:12][CH2:11]5)[CH2:16]4)[C:26]=3[O:27][CH3:28])[C:21](=[O:57])[C:22]([C:32]([O:34][CH2:35][C:36](=[O:56])[N:37]([CH:39]([P:48]([OH:53])([OH:50])=[O:49])[P:40]([OH:42])([OH:45])=[O:41])[CH3:38])=[O:33])=[CH:23]2)[CH2:31][CH2:30]1. The yield is 0.270. (3) The yield is 0.960. The catalyst is CCO. The product is [CH3:1][C:2]1[CH:13]=[C:12]([N+:14]([O-:16])=[O:15])[CH:11]=[C:10]([CH3:17])[C:3]=1[O:4][CH2:5][C:6]([NH:19][NH2:20])=[O:7]. The reactants are [CH3:1][C:2]1[CH:13]=[C:12]([N+:14]([O-:16])=[O:15])[CH:11]=[C:10]([CH3:17])[C:3]=1[O:4][CH2:5][C:6](OC)=[O:7].O.[NH2:19][NH2:20]. (4) The reactants are [Cl:1][C:2]1[CH:3]=[C:4]([CH2:10][NH:11][CH:12]2[CH2:17][CH2:16][N:15]([CH2:18][CH2:19][N:20]3[C:29]4[C:24](=[N:25][CH:26]=[C:27]([F:30])[CH:28]=4)[CH:23]=[CH:22][C:21]3=[O:31])[CH2:14][CH2:13]2)[CH:5]=[N:6][C:7]=1[CH2:8][OH:9].Cl. The catalyst is ClCCl. The product is [ClH:1].[Cl:1][C:2]1[CH:3]=[C:4]([CH2:10][NH:11][CH:12]2[CH2:13][CH2:14][N:15]([CH2:18][CH2:19][N:20]3[C:29]4[C:24](=[N:25][CH:26]=[C:27]([F:30])[CH:28]=4)[CH:23]=[CH:22][C:21]3=[O:31])[CH2:16][CH2:17]2)[CH:5]=[N:6][C:7]=1[CH2:8][OH:9]. The yield is 0.770. (5) The catalyst is C(Cl)Cl.C(O)CCC.C(N(CC)CC)C. The reactants are [CH3:1][O:2][C:3]1[CH:4]=[C:5]2[C:10](=[CH:11][C:12]=1[O:13][CH3:14])[N:9]=[CH:8][CH:7]=[C:6]2[O:15][C:16]1[CH:22]=[CH:21][C:19]([NH2:20])=[CH:18][CH:17]=1.[C:23]1(C)C=C[CH:26]=[CH:25][CH:24]=1.ClC(Cl)([O:33][C:34](=O)[O:35]C(Cl)(Cl)Cl)Cl.C(=O)(O)[O-].[Na+]. The yield is 0.460. The product is [CH3:1][O:2][C:3]1[CH:4]=[C:5]2[C:10](=[CH:11][C:12]=1[O:13][CH3:14])[N:9]=[CH:8][CH:7]=[C:6]2[O:15][C:16]1[CH:22]=[CH:21][C:19]([NH:20][C:34](=[O:33])[O:35][CH2:26][CH2:25][CH2:24][CH3:23])=[CH:18][CH:17]=1. (6) The product is [C:37]([O:36][CH:34]([O:11][C:10]([NH:12][CH2:13][CH:14]([CH2:19][CH:20]([CH3:22])[CH3:21])[CH2:15][C:16]([OH:18])=[O:17])=[O:9])[CH:26]([CH3:25])[CH3:27])(=[O:41])[CH:38]([CH3:39])[CH3:40]. The reactants are C(OC([O:9][C:10]([NH:12][CH2:13][CH:14]([CH2:19][CH:20]([CH3:22])[CH3:21])[CH2:15][C:16]([OH:18])=[O:17])=[O:11])C)(=O)C(C)C.C(=O)([O-])O[C:25]1C=CC([N+]([O-])=O)=[CH:27][C:26]=1[CH:34]([O:36][C:37](=[O:41])[CH:38]([CH3:40])[CH3:39])C. No catalyst specified. The yield is 0.510. (7) The reactants are N([O-])=O.[Na+].[BrH:5].[CH3:6][C:7]1[CH:8]=[C:9]([CH:11]=[C:12]([CH3:14])[CH:13]=1)N.CCCCCC. The catalyst is O.[Cu]Br. The product is [Br:5][C:9]1[CH:8]=[C:7]([CH3:6])[CH:13]=[C:12]([CH3:14])[CH:11]=1. The yield is 0.600. (8) The reactants are Br[CH2:2][CH2:3][CH2:4][O:5][C:6]1[CH:11]=[CH:10][C:9]([C:12]2([C:18]#[N:19])[CH2:17][CH2:16][CH2:15][CH2:14][CH2:13]2)=[CH:8][CH:7]=1.ClCCCOC1C=CC(C2(C#N)CCCCC2)=CC=1.C(N(CC)C(C)C)(C)C.[CH3:48][O:49][C@H:50]1[CH2:54][CH2:53][NH:52][CH2:51]1. The catalyst is CN1C(=O)CCC1. The product is [CH3:48][O:49][C@H:50]1[CH2:54][CH2:53][N:52]([CH2:2][CH2:3][CH2:4][O:5][C:6]2[CH:11]=[CH:10][C:9]([C:12]3([C:18]#[N:19])[CH2:17][CH2:16][CH2:15][CH2:14][CH2:13]3)=[CH:8][CH:7]=2)[CH2:51]1. The yield is 0.410. (9) The reactants are C(OC([N:8]1[C:12]2[CH:13]=[CH:14][CH:15]=[CH:16][C:11]=2[N:10]=[C:9]1[CH2:17][N:18]([CH2:30][CH2:31][CH2:32][CH2:33][N:34]1C(=O)C2C(=CC=CC=2)C1=O)[CH:19]1[C:28]2[N:27]=[C:26]([CH3:29])[CH:25]=[CH:24][C:23]=2[CH2:22][CH2:21][CH2:20]1)=O)(C)(C)C.O.NN. The catalyst is C(O)C. The product is [NH:8]1[C:12]2[CH:13]=[CH:14][CH:15]=[CH:16][C:11]=2[N:10]=[C:9]1[CH2:17][N:18]([CH:19]1[C:28]2[N:27]=[C:26]([CH3:29])[CH:25]=[CH:24][C:23]=2[CH2:22][CH2:21][CH2:20]1)[CH2:30][CH2:31][CH2:32][CH2:33][NH2:34]. The yield is 0.590.